From a dataset of Catalyst prediction with 721,799 reactions and 888 catalyst types from USPTO. Predict which catalyst facilitates the given reaction. (1) Reactant: [NH:1]1[C:5]2=[N:6][CH:7]=[CH:8][CH:9]=[C:4]2[CH:3]=[CH:2]1.C(O)C.[CH:13]([CH:15]=[CH2:16])=[O:14]. Product: [N:1]1([CH2:16][CH2:15][CH:13]=[O:14])[C:5]2=[N:6][CH:7]=[CH:8][CH:9]=[C:4]2[CH:3]=[CH:2]1. The catalyst class is: 7. (2) Product: [N:19]1[CH:20]=[CH:21][CH:22]=[CH:23][C:18]=1[CH:15]1[CH2:16][CH2:17][N:12]([CH2:2][C:3]2[S:4][C:5]3[C:10]([N:11]=2)=[CH:9][CH:8]=[CH:7][N:6]=3)[CH2:13][CH2:14]1. The catalyst class is: 10. Reactant: Cl[CH2:2][C:3]1[S:4][C:5]2[C:10]([N:11]=1)=[CH:9][CH:8]=[CH:7][N:6]=2.[NH:12]1[CH2:17][CH2:16][CH:15]([C:18]2[CH:23]=[CH:22][CH:21]=[CH:20][N:19]=2)[CH2:14][CH2:13]1.CC(=O)OCC. (3) Reactant: [NH2:1][C:2]1[CH:3]=[C:4]([CH:8]=[CH:9][C:10]=1[Cl:11])[C:5]([OH:7])=[O:6].C[Si](C)(C)[N-][Si](C)(C)C.[Li+].[Cl:22][C:23]1[CH:28]=[CH:27][CH:26]=[C:25]([Cl:29])[C:24]=1[N:30]1[C:35](=[O:36])[CH:34]=[CH:33][C:32]([C:37](OC)=[O:38])=[CH:31]1.Cl. Product: [Cl:11][C:10]1[CH:9]=[CH:8][C:4]([C:5]([OH:7])=[O:6])=[CH:3][C:2]=1[NH:1][C:37]([C:32]1[CH:33]=[CH:34][C:35](=[O:36])[N:30]([C:24]2[C:25]([Cl:29])=[CH:26][CH:27]=[CH:28][C:23]=2[Cl:22])[CH:31]=1)=[O:38]. The catalyst class is: 1. (4) Reactant: C1(S([N:10]2[C:22]3[C:21]4[NH:20][C:19](=[O:23])[C:18]([S:24]([C:27]5[CH:32]=[CH:31][CH:30]=[CH:29][CH:28]=5)(=[O:26])=[O:25])=[CH:17][C:16]=4[CH2:15][CH2:14][C:13]=3[CH:12]=[CH:11]2)(=O)=O)C=CC=CC=1.[OH-].[K+].Cl. Product: [C:27]1([S:24]([C:18]2[C:19](=[O:23])[NH:20][C:21]3[C:22]4[NH:10][CH:11]=[CH:12][C:13]=4[CH2:14][CH2:15][C:16]=3[CH:17]=2)(=[O:26])=[O:25])[CH:32]=[CH:31][CH:30]=[CH:29][CH:28]=1. The catalyst class is: 8. (5) Reactant: [CH:1]1([C:4]2[N:8]([CH:9]3[CH2:11][CH2:10]3)[C:7]([C:12]([CH3:19])([C:14]3[S:15][CH:16]=[CH:17][CH:18]=3)[CH3:13])=[N:6][N:5]=2)[CH2:3][CH2:2]1.[Br:20]N1C(=O)CCC1=O. Product: [Br:20][C:16]1[S:15][C:14]([C:12]([C:7]2[N:8]([CH:9]3[CH2:10][CH2:11]3)[C:4]([CH:1]3[CH2:3][CH2:2]3)=[N:5][N:6]=2)([CH3:19])[CH3:13])=[CH:18][CH:17]=1. The catalyst class is: 15.